Dataset: Forward reaction prediction with 1.9M reactions from USPTO patents (1976-2016). Task: Predict the product of the given reaction. (1) Given the reactants [CH3:1][C:2]([Si:5](Cl)([CH3:7])[CH3:6])([CH3:4])[CH3:3].N1C=CN=C1.[NH2:14][C:15]1[N:19]([C:20]2[CH:25]=[CH:24][CH:23]=[CH:22][CH:21]=2)[N:18]=[C:17]([O:26][CH2:27][C@@H:28]([OH:32])[CH2:29][O:30][CH3:31])[C:16]=1[CH3:33].O, predict the reaction product. The product is: [Si:5]([O:32][C@@H:28]([CH2:29][O:30][CH3:31])[CH2:27][O:26][C:17]1[C:16]([CH3:33])=[C:15]([NH2:14])[N:19]([C:20]2[CH:25]=[CH:24][CH:23]=[CH:22][CH:21]=2)[N:18]=1)([C:2]([CH3:4])([CH3:3])[CH3:1])([CH3:7])[CH3:6]. (2) Given the reactants [CH2:1]([O:4][C:5]([N:7]([CH2:17][C:18]1([CH2:31][C:32]2[CH:33]=[N:34][C:35](Cl)=[CH:36][CH:37]=2)[CH2:23][CH2:22][N:21]([C:24]([O:26][C:27]([CH3:30])([CH3:29])[CH3:28])=[O:25])[CH2:20][CH2:19]1)[C@@H:8]1[CH2:10][C@H:9]1[C:11]1[CH:16]=[CH:15][CH:14]=[CH:13][CH:12]=1)=[O:6])[CH:2]=[CH2:3].[CH3:39][O-:40].[Na+], predict the reaction product. The product is: [CH2:1]([O:4][C:5]([N:7]([CH2:17][C:18]1([CH2:31][C:32]2[CH:33]=[N:34][C:35]([O:40][CH3:39])=[CH:36][CH:37]=2)[CH2:23][CH2:22][N:21]([C:24]([O:26][C:27]([CH3:30])([CH3:29])[CH3:28])=[O:25])[CH2:20][CH2:19]1)[C@@H:8]1[CH2:10][C@H:9]1[C:11]1[CH:16]=[CH:15][CH:14]=[CH:13][CH:12]=1)=[O:6])[CH:2]=[CH2:3].